This data is from Catalyst prediction with 721,799 reactions and 888 catalyst types from USPTO. The task is: Predict which catalyst facilitates the given reaction. (1) Reactant: [Cl:1][C:2]1[CH:3]=[C:4]([CH:7]=[C:8]([Cl:10])[N:9]=1)[CH:5]=[O:6].C1(C)C=CC(S([CH2:20][N+:21]#[C-:22])(=O)=O)=CC=1.C(=O)([O-])[O-].[K+].[K+]. Product: [Cl:1][C:2]1[CH:3]=[C:4]([C:5]2[O:6][CH:22]=[N:21][CH:20]=2)[CH:7]=[C:8]([Cl:10])[N:9]=1. The catalyst class is: 5. (2) Reactant: [CH3:1][Mg+].[Br-].[CH3:4][C:5]1[NH:6][C:7]2[C:12]([CH:13]=1)=[CH:11][C:10]([N+:14]([O-])=O)=[CH:9][CH:8]=2. The catalyst class is: 45. Product: [NH2:14][C:10]1[C:11]([CH3:1])=[C:12]2[C:7](=[CH:8][CH:9]=1)[NH:6][C:5]([CH3:4])=[CH:13]2.